Task: Predict the product of the given reaction.. Dataset: Forward reaction prediction with 1.9M reactions from USPTO patents (1976-2016) (1) The product is: [NH2:3][O:12][CH:13]1[CH2:14][CH2:15][N:16]([C:19]([O:21][C:22]([CH3:25])([CH3:24])[CH3:23])=[O:20])[CH2:17][CH2:18]1. Given the reactants O=C1C2C(=CC=CC=2)C(=O)[N:3]1[O:12][CH:13]1[CH2:18][CH2:17][N:16]([C:19]([O:21][C:22]([CH3:25])([CH3:24])[CH3:23])=[O:20])[CH2:15][CH2:14]1.CNN, predict the reaction product. (2) Given the reactants [Cl:1][C:2]1[CH:3]=[C:4]([CH:18]=[CH:19][CH:20]=1)[C:5]([NH:7][CH2:8][C:9]1[CH:14]=[CH:13][C:12]([C:15]#[N:16])=[CH:11][C:10]=1[OH:17])=[O:6].Cl[CH2:22][C:23]([NH:25][CH3:26])=[O:24], predict the reaction product. The product is: [Cl:1][C:2]1[CH:3]=[C:4]([CH:18]=[CH:19][CH:20]=1)[C:5]([NH:7][CH2:8][C:9]1[CH:14]=[CH:13][C:12]([C:15]#[N:16])=[CH:11][C:10]=1[O:17][CH2:22][C:23](=[O:24])[NH:25][CH3:26])=[O:6]. (3) The product is: [CH3:1][O:2][C:3]1[CH:4]=[C:5]([C:11]2[CH2:16][C:15]([CH3:18])([CH3:17])[C:14](=[O:19])[N:13]([C:20]3[CH:21]=[CH:22][C:23]([CH2:26][C:27]([N:30]4[CH2:35][CH2:34][O:33][CH2:32][CH2:31]4)=[O:29])=[CH:24][CH:25]=3)[N:12]=2)[CH:6]=[CH:7][C:8]=1[O:9][CH3:10]. Given the reactants [CH3:1][O:2][C:3]1[CH:4]=[C:5]([C:11]2[CH2:16][C:15]([CH3:18])([CH3:17])[C:14](=[O:19])[N:13]([C:20]3[CH:25]=[CH:24][C:23]([CH2:26][C:27]([OH:29])=O)=[CH:22][CH:21]=3)[N:12]=2)[CH:6]=[CH:7][C:8]=1[O:9][CH3:10].[NH:30]1[CH2:35][CH2:34][O:33][CH2:32][CH2:31]1, predict the reaction product. (4) Given the reactants [H-].[Na+].[C:3]([O:10][CH3:11])(=[O:9])[CH2:4][C:5]([O:7][CH3:8])=[O:6].[C:12]([O:16][C:17](=[O:38])[CH2:18][CH2:19][CH2:20][CH2:21][CH2:22][CH2:23][CH2:24][CH2:25][CH2:26][CH2:27][CH2:28][CH2:29][CH2:30][CH2:31][CH2:32][CH2:33][CH2:34][CH2:35][CH2:36]Br)([CH3:15])([CH3:14])[CH3:13].C(OCC)(=O)C, predict the reaction product. The product is: [CH3:8][O:7][C:5](=[O:6])[CH:4]([C:3]([O:10][CH3:11])=[O:9])[CH2:36][CH2:35][CH2:34][CH2:33][CH2:32][CH2:31][CH2:30][CH2:29][CH2:28][CH2:27][CH2:26][CH2:25][CH2:24][CH2:23][CH2:22][CH2:21][CH2:20][CH2:19][CH2:18][C:17]([O:16][C:12]([CH3:13])([CH3:15])[CH3:14])=[O:38]. (5) Given the reactants [OH:1][CH2:2][CH2:3][N:4]1[CH2:8][CH2:7][CH2:6][CH2:5]1.[CH:9](O)=[O:10], predict the reaction product. The product is: [CH:9]([O:1][CH2:2][CH2:3][N:4]1[CH2:8][CH2:7][CH2:6][CH2:5]1)=[O:10].